This data is from Forward reaction prediction with 1.9M reactions from USPTO patents (1976-2016). The task is: Predict the product of the given reaction. (1) Given the reactants [H-].[Na+].[Si:3]([O:20][CH2:21][CH2:22][O:23][CH2:24][C@H:25]([OH:36])[C:26]([NH:28][C:29]1[CH:34]=[CH:33][C:32]([Cl:35])=[CH:31][N:30]=1)=[O:27])([C:16]([CH3:19])([CH3:18])[CH3:17])([C:10]1[CH:15]=[CH:14][CH:13]=[CH:12][CH:11]=1)[C:4]1[CH:9]=[CH:8][CH:7]=[CH:6][CH:5]=1.Cl[C:38]1[C:39]2[N:46]=[N:45][N:44]([C:47]3[CH:52]=[CH:51][CH:50]=[CH:49][C:48]=3[Cl:53])[C:40]=2[N:41]=[CH:42][N:43]=1.C(O)(=O)CC(CC(O)=O)(C(O)=O)O, predict the reaction product. The product is: [Si:3]([O:20][CH2:21][CH2:22][O:23][CH2:24][C@H:25]([O:36][C:38]1[C:39]2[N:46]=[N:45][N:44]([C:47]3[CH:52]=[CH:51][CH:50]=[CH:49][C:48]=3[Cl:53])[C:40]=2[N:41]=[CH:42][N:43]=1)[C:26]([NH:28][C:29]1[CH:34]=[CH:33][C:32]([Cl:35])=[CH:31][N:30]=1)=[O:27])([C:16]([CH3:17])([CH3:18])[CH3:19])([C:10]1[CH:11]=[CH:12][CH:13]=[CH:14][CH:15]=1)[C:4]1[CH:5]=[CH:6][CH:7]=[CH:8][CH:9]=1. (2) Given the reactants [Cl:1][C:2]1[CH:7]=[C:6]([N+:8]([O-:10])=[O:9])[CH:5]=[CH:4][C:3]=1[OH:11].[CH3:12][O:13][CH2:14]OCl.C(N(CC)CC)C.O, predict the reaction product. The product is: [Cl:1][C:2]1[CH:7]=[C:6]([N+:8]([O-:10])=[O:9])[CH:5]=[CH:4][C:3]=1[O:11][CH2:12][O:13][CH3:14]. (3) Given the reactants [Li+].[OH-].[OH:3][CH2:4][CH2:5][CH2:6][CH2:7][CH2:8][CH2:9][CH2:10][CH2:11][CH2:12][CH2:13][CH2:14][CH2:15][CH2:16][CH2:17][CH2:18][CH2:19][CH2:20][CH2:21][CH2:22][C:23]([O:25]C)=[O:24].C(O)(=O)C(O)=O, predict the reaction product. The product is: [OH:3][CH2:4][CH2:5][CH2:6][CH2:7][CH2:8][CH2:9][CH2:10][CH2:11][CH2:12][CH2:13][CH2:14][CH2:15][CH2:16][CH2:17][CH2:18][CH2:19][CH2:20][CH2:21][CH2:22][C:23]([OH:25])=[O:24]. (4) Given the reactants Br[CH2:2][C:3]1[CH:8]=[CH:7][C:6]([CH2:9][CH2:10][N:11]2[CH:16]=[CH:15][C:14]([O:17][CH2:18][C:19]3[CH:24]=[CH:23][C:22]([CH3:25])=[CH:21][N:20]=3)=[CH:13][C:12]2=[O:26])=[CH:5][CH:4]=1.[NH:27]1[CH2:31][CH2:30][CH2:29][CH2:28]1, predict the reaction product. The product is: [CH3:25][C:22]1[CH:23]=[CH:24][C:19]([CH2:18][O:17][C:14]2[CH:15]=[CH:16][N:11]([CH2:10][CH2:9][C:6]3[CH:7]=[CH:8][C:3]([CH2:2][N:27]4[CH2:31][CH2:30][CH2:29][CH2:28]4)=[CH:4][CH:5]=3)[C:12](=[O:26])[CH:13]=2)=[N:20][CH:21]=1. (5) Given the reactants C[O:2][C:3]([C:5]1[CH:13]=[C:12]2[C:8]([C:9]([CH:32]3[CH2:37][CH2:36][CH2:35][CH2:34][CH2:33]3)=[C:10]([C:23]3[CH:28]=[CH:27][C:26]([NH2:29])=[C:25]([CH:30]=O)[CH:24]=3)[N:11]2[CH2:14][C:15]([N:17]2[CH2:22][CH2:21][O:20][CH2:19][CH2:18]2)=[O:16])=[CH:7][CH:6]=1)=[O:4].[CH3:38][O:39][C:40]1[CH:45]=[CH:44][CH:43]=[CH:42][C:41]=1[C:46](=O)[CH3:47], predict the reaction product. The product is: [CH:32]1([C:9]2[C:8]3[C:12](=[CH:13][C:5]([C:3]([OH:4])=[O:2])=[CH:6][CH:7]=3)[N:11]([CH2:14][C:15]([N:17]3[CH2:18][CH2:19][O:20][CH2:21][CH2:22]3)=[O:16])[C:10]=2[C:23]2[CH:24]=[C:25]3[C:26](=[CH:27][CH:28]=2)[N:29]=[C:46]([C:41]2[CH:42]=[CH:43][CH:44]=[CH:45][C:40]=2[O:39][CH3:38])[CH:47]=[CH:30]3)[CH2:37][CH2:36][CH2:35][CH2:34][CH2:33]1. (6) Given the reactants Cl.Cl.Cl.[O:4]1[C:12]2[CH:11]=[CH:10][N:9]=[C:8]([N:13]3[CH2:18][CH2:17][N:16]([CH2:19][CH2:20][C@H:21]4[CH2:26][CH2:25][C@H:24]([NH2:27])[CH2:23][CH2:22]4)[CH2:15][CH2:14]3)[C:7]=2[CH2:6][CH2:5]1.[CH2:28]([S:30](Cl)(=[O:32])=[O:31])[CH3:29], predict the reaction product. The product is: [O:4]1[C:12]2[CH:11]=[CH:10][N:9]=[C:8]([N:13]3[CH2:18][CH2:17][N:16]([CH2:19][CH2:20][C@H:21]4[CH2:26][CH2:25][C@H:24]([NH:27][S:30]([CH2:28][CH3:29])(=[O:32])=[O:31])[CH2:23][CH2:22]4)[CH2:15][CH2:14]3)[C:7]=2[CH2:6][CH2:5]1. (7) Given the reactants [CH3:1][O:2][C:3](=[O:15])[C:4]1[C:5](=[C:10](I)[CH:11]=[CH:12][CH:13]=1)[C:6]([O:8][CH3:9])=[O:7].[CH:16]1([C:22]2[CH:28]=[CH:27][C:25]([NH2:26])=[CH:24][CH:23]=2)[CH2:21][CH2:20][CH2:19][CH2:18][CH2:17]1.C1C=CC(P(C2C(C3C(P(C4C=CC=CC=4)C4C=CC=CC=4)=CC=C4C=3C=CC=C4)=C3C(C=CC=C3)=CC=2)C2C=CC=CC=2)=CC=1.C(=O)([O-])[O-].[Cs+].[Cs+], predict the reaction product. The product is: [CH3:1][O:2][C:3](=[O:15])[C:4]1[C:5](=[C:10]([NH:26][C:25]2[CH:27]=[CH:28][C:22]([CH:16]3[CH2:21][CH2:20][CH2:19][CH2:18][CH2:17]3)=[CH:23][CH:24]=2)[CH:11]=[CH:12][CH:13]=1)[C:6]([O:8][CH3:9])=[O:7]. (8) Given the reactants [C:1]1([C:7]2[C:15]3[C:14](=[O:16])[NH:13][CH:12]=[N:11][C:10]=3[O:9][CH:8]=2)[CH:6]=[CH:5][CH:4]=[CH:3][CH:2]=1.CC#N.C1C(=O)N([I:27])C(=O)C1.C([O-])([O-])=O.[K+].[K+], predict the reaction product. The product is: [I:27][C:8]1[O:9][C:10]2[N:11]=[CH:12][NH:13][C:14](=[O:16])[C:15]=2[C:7]=1[C:1]1[CH:2]=[CH:3][CH:4]=[CH:5][CH:6]=1. (9) Given the reactants [OH-:1].[Na+].[N+:3]([C:6]1[CH:7]=[C:8]([C:12](=[O:17])C(Cl)(Cl)Cl)[N:9]([CH3:11])[CH:10]=1)([O-:5])=[O:4], predict the reaction product. The product is: [N+:3]([C:6]1[CH:7]=[C:8]([C:12]([OH:17])=[O:1])[N:9]([CH3:11])[CH:10]=1)([O-:5])=[O:4].